Dataset: Forward reaction prediction with 1.9M reactions from USPTO patents (1976-2016). Task: Predict the product of the given reaction. (1) The product is: [Cl:24][C:19]1[CH:20]=[CH:21][CH:22]=[CH:23][C:18]=1[NH:17][C:15]1[NH:14][C:13](=[O:25])[CH:12]=[C:11]([C:9]2[CH:8]=[CH:7][C:5]3[NH:6][C:2]([NH:1][C:32]([C:28]4[CH:27]=[N:26][CH:31]=[CH:30][CH:29]=4)=[O:33])=[N:3][C:4]=3[CH:10]=2)[N:16]=1. Given the reactants [NH2:1][C:2]1[NH:6][C:5]2[CH:7]=[CH:8][C:9]([C:11]3[NH:16][C:15]([NH:17][C:18]4[CH:23]=[CH:22][CH:21]=[CH:20][C:19]=4[Cl:24])=[N:14][C:13](=[O:25])[CH:12]=3)=[CH:10][C:4]=2[N:3]=1.[N:26]1[CH:31]=[CH:30][CH:29]=[C:28]([C:32](O)=[O:33])[CH:27]=1, predict the reaction product. (2) Given the reactants NC(C(O)=O)CCSC.C[O:11][C:12]1[CH:17]=[CH:16][C:15]([C:18]2[CH:22]=[CH:21][NH:20][N:19]=2)=[CH:14][CH:13]=1.CS(O)(=O)=O.[OH-].[Na+], predict the reaction product. The product is: [NH:20]1[CH:21]=[CH:22][C:18]([C:15]2[CH:16]=[CH:17][C:12]([OH:11])=[CH:13][CH:14]=2)=[N:19]1. (3) Given the reactants Br[C:2]1[N:3]=[CH:4][N:5]([CH2:7][O:8][CH2:9][CH2:10][Si:11]([CH3:14])([CH3:13])[CH3:12])[CH:6]=1.[CH:15]1[C:24]2[C:19](=[CH:20][CH:21]=[CH:22][CH:23]=2)[CH:18]=[CH:17][C:16]=1B(O)O, predict the reaction product. The product is: [CH:23]1[C:24]2[C:19](=[CH:18][CH:17]=[CH:16][CH:15]=2)[CH:20]=[CH:21][C:22]=1[C:2]1[N:3]=[CH:4][N:5]([CH2:7][O:8][CH2:9][CH2:10][Si:11]([CH3:14])([CH3:13])[CH3:12])[CH:6]=1. (4) Given the reactants [NH2:1][C:2]1[CH:3]=[C:4]([CH:18]=[CH:19][C:20]=1[NH2:21])[C:5]([NH:7][C:8]1[CH:13]=[CH:12][C:11]([C:14]([CH3:17])([CH3:16])[CH3:15])=[CH:10][CH:9]=1)=[O:6].[CH3:22][O:23][C:24](=[O:37])[CH2:25][CH2:26][C:27]1[CH:32]=[C:31]([CH3:33])[C:30]([CH:34]=O)=[C:29]([CH3:36])[CH:28]=1.OOS([O-])=O.[K+].CN(C=O)C, predict the reaction product. The product is: [CH3:22][O:23][C:24](=[O:37])[CH2:25][CH2:26][C:27]1[CH:32]=[C:31]([CH3:33])[C:30]([C:34]2[NH:1][C:2]3[CH:3]=[C:4]([C:5](=[O:6])[NH:7][C:8]4[CH:13]=[CH:12][C:11]([C:14]([CH3:17])([CH3:16])[CH3:15])=[CH:10][CH:9]=4)[CH:18]=[CH:19][C:20]=3[N:21]=2)=[C:29]([CH3:36])[CH:28]=1. (5) Given the reactants [N:1]1(C(OC(C)(C)C)=O)[CH2:6][CH2:5][CH2:4][CH:3]([C:7]([O:9][CH:10]([C:16](=O)[C:17]2[CH:22]=[CH:21][C:20]([O:23][C:24]3[CH:29]=[CH:28][CH:27]=[CH:26][CH:25]=3)=[CH:19][CH:18]=2)[C:11]([O:13][CH2:14][CH3:15])=[O:12])=O)[CH2:2]1.C([O-])(C)=O.[NH4+:42], predict the reaction product. The product is: [O:23]([C:20]1[CH:21]=[CH:22][C:17]([C:16]2[N:42]=[C:7]([CH:3]3[CH2:4][CH2:5][CH2:6][NH:1][CH2:2]3)[O:9][C:10]=2[C:11]([O:13][CH2:14][CH3:15])=[O:12])=[CH:18][CH:19]=1)[C:24]1[CH:29]=[CH:28][CH:27]=[CH:26][CH:25]=1. (6) Given the reactants Cl[CH2:2][C:3]1[CH:8]=[CH:7][CH:6]=[C:5]([O:9][CH3:10])[CH:4]=1.[F:11][C:12]1[C:17]([F:18])=[CH:16][CH:15]=[CH:14][C:13]=1[C:19]1[N:27]=[C:22]2[CH:23]=[N:24][NH:25][CH:26]=[C:21]2[N:20]=1, predict the reaction product. The product is: [F:11][C:12]1[C:17]([F:18])=[CH:16][CH:15]=[CH:14][C:13]=1[C:19]1[N:27]=[C:22]2[CH:23]=[N:24][N:25]([CH2:2][C:3]3[CH:8]=[CH:7][CH:6]=[C:5]([O:9][CH3:10])[CH:4]=3)[CH:26]=[C:21]2[N:20]=1. (7) Given the reactants BrCCBr.C[Si](Cl)(C)C.[CH:10]1([CH2:15]I)[CH2:14][CH2:13][CH2:12][CH2:11]1.[Cl-].[Li+].[Cu](C#N)C#N.[C:24]([O:28][CH3:29])(=[O:27])[C:25]#[CH:26].[I:30]I, predict the reaction product. The product is: [CH3:29][O:28][C:24](=[O:27])/[C:25](/[I:30])=[CH:26]\[CH2:15][CH:10]1[CH2:11][CH2:12][CH2:13][CH2:14]1. (8) Given the reactants C1(P(C2C=CC=CC=2)C2C=CC=CC=2)C=CC=CC=1.[C:20]([Br:24])(Br)(Br)[Br:21].[C:25]([O:29][C:30]([N:32]1[C@@:36]([CH:38]=O)([CH3:37])[CH2:35][O:34][C:33]1([CH3:41])[CH3:40])=[O:31])([CH3:28])([CH3:27])[CH3:26], predict the reaction product. The product is: [C:25]([O:29][C:30]([N:32]1[C@:36]([CH:38]=[C:20]([Br:24])[Br:21])([CH3:37])[CH2:35][O:34][C:33]1([CH3:41])[CH3:40])=[O:31])([CH3:28])([CH3:26])[CH3:27].